This data is from Catalyst prediction with 721,799 reactions and 888 catalyst types from USPTO. The task is: Predict which catalyst facilitates the given reaction. (1) Product: [CH2:18]([C:17]1[CH:16]=[CH:22][C:7]2[C:2](=[C:3]([O:12][CH3:13])[CH:4]=[CH:5][C:6]=2[C:8](=[O:11])[CH2:9][CH3:10])[N:1]=1)[CH3:19]. Reactant: [NH2:1][C:2]1[CH:7]=[C:6]([C:8](=[O:11])[CH2:9][CH3:10])[CH:5]=[CH:4][C:3]=1[O:12][CH3:13].[I-].[Na+].[CH2:16](O)[CH2:17][CH2:18][CH3:19].Cl.[C:22](OCC)(=O)C. The catalyst class is: 6. (2) Reactant: [C:1]([O:5][CH:6]([C:11]1[C:12]([C:25]2[CH:30]=[CH:29][CH:28]=[CH:27][CH:26]=2)=[C:13]2[C:20]([CH3:21])=[C:19]([CH3:22])[N:18]([CH2:23][CH3:24])[C:14]2=[N:15][C:16]=1[CH3:17])[C:7]([O:9][CH3:10])=[O:8])([CH3:4])([CH3:3])[CH3:2].[F:31]C1C=CC(B(O)O)=CC=1.C(=O)(O)[O-].[Na+]. Product: [C:1]([O:5][CH:6]([C:11]1[C:12]([C:25]2[CH:30]=[CH:29][C:28]([F:31])=[CH:27][CH:26]=2)=[C:13]2[C:20]([CH3:21])=[C:19]([CH3:22])[N:18]([CH2:23][CH3:24])[C:14]2=[N:15][C:16]=1[CH3:17])[C:7]([O:9][CH3:10])=[O:8])([CH3:2])([CH3:3])[CH3:4]. The catalyst class is: 287. (3) The catalyst class is: 253. Product: [OH:41][CH:38]1[CH2:39][CH2:40][CH:35]([O:1][C:2]2[CH:3]=[CH:4][C:5]([N:8]3[C:13](=[O:14])[C:12]([CH2:15][C:16]4[CH:21]=[CH:20][C:19]([C:22]5[CH:27]=[CH:26][CH:25]=[CH:24][C:23]=5[C:28]5[NH:63][C:64](=[O:65])[O:66][N:29]=5)=[CH:18][CH:17]=4)=[C:11]([CH2:30][CH2:31][CH3:32])[N:10]=[C:9]3[CH3:33])=[CH:6][CH:7]=2)[CH2:36][CH:37]1[CH3:42]. Reactant: [OH:1][C:2]1[CH:7]=[CH:6][C:5]([N:8]2[C:13](=[O:14])[C:12]([CH2:15][C:16]3[CH:21]=[CH:20][C:19]([C:22]4[C:23]([C:28]#[N:29])=[CH:24][CH:25]=[CH:26][CH:27]=4)=[CH:18][CH:17]=3)=[C:11]([CH2:30][CH2:31][CH3:32])[N:10]=[C:9]2[CH3:33])=[CH:4][CH:3]=1.O[CH:35]1[CH2:40][CH2:39][C:38](=[O:41])[CH:37]([CH3:42])[CH2:36]1.C1(P(C2C=CC=CC=2)C2C=CC=CC=2)C=CC=CC=1.[N:63]([C:64]([O:66]C(C)C)=[O:65])=[N:63][C:64]([O:66]C(C)C)=[O:65]. (4) Reactant: [CH3:1][C:2]1[CH:11]=[C:10]([CH3:12])[CH:9]=[CH:8][C:3]=1[C:4](OC)=[O:5].[NH2:13][NH2:14]. Product: [CH3:1][C:2]1[CH:11]=[C:10]([CH3:12])[CH:9]=[CH:8][C:3]=1[C:4]([NH:13][NH2:14])=[O:5]. The catalyst class is: 5. (5) Reactant: [N:1]1[C:5]2[CH:6]=[CH:7][CH:8]=[CH:9][C:4]=2[NH:3][CH:2]=1.[H-].[Na+].Cl[C:13]1[N:18]=[C:17]([O:19][CH3:20])[CH:16]=[CH:15][N:14]=1. Product: [CH3:20][O:19][C:17]1[CH:16]=[CH:15][N:14]=[C:13]([N:1]2[C:5]3[CH:6]=[CH:7][CH:8]=[CH:9][C:4]=3[N:3]=[CH:2]2)[N:18]=1. The catalyst class is: 9. (6) Reactant: C[O:2][C:3](=[O:40])[C:4]1[CH:9]=[CH:8][C:7]([CH2:10][N:11]([C:13]2[CH:18]=[CH:17][C:16]([O:19][CH2:20][C:21]3[N:22]([C:30]4[C:35]([Cl:36])=[CH:34][CH:33]=[CH:32][C:31]=4[Cl:37])[N:23]=[N:24][C:25]=3[C:26]([F:29])([F:28])[F:27])=[CH:15][C:14]=2[CH3:38])[CH3:12])=[CH:6][C:5]=1[CH3:39].[OH-].[K+]. Product: [Cl:36][C:35]1[CH:34]=[CH:33][CH:32]=[C:31]([Cl:37])[C:30]=1[N:22]1[C:21]([CH2:20][O:19][C:16]2[CH:17]=[CH:18][C:13]([N:11]([CH2:10][C:7]3[CH:8]=[CH:9][C:4]([C:3]([OH:40])=[O:2])=[C:5]([CH3:39])[CH:6]=3)[CH3:12])=[C:14]([CH3:38])[CH:15]=2)=[C:25]([C:26]([F:28])([F:29])[F:27])[N:24]=[N:23]1. The catalyst class is: 92. (7) Reactant: C(O[CH2:5][C:6]1[C:7]([O:17]CC2C=CC=CC=2)=[N:8][N:9]([C:11]2[CH:16]=[CH:15][CH:14]=[CH:13][CH:12]=2)[CH:10]=1)(=O)C.[O:25]1[CH2:29]CC[CH2:26]1.C[OH:31]. Product: [OH:17][C:7]1[C:6]([CH2:5][C:26]([O:25][CH3:29])=[O:31])=[CH:10][N:9]([C:11]2[CH:12]=[CH:13][CH:14]=[CH:15][CH:16]=2)[N:8]=1. The catalyst class is: 719. (8) Reactant: [CH3:1][O:2][C:3]1[CH:4]=[N:5][C:6]([CH2:9]O)=[N:7][CH:8]=1.S(Cl)([Cl:13])=O. Product: [Cl:13][CH2:9][C:6]1[N:5]=[CH:4][C:3]([O:2][CH3:1])=[CH:8][N:7]=1. The catalyst class is: 2. (9) Reactant: [Br:1][C:2]1[C:10]2[N:9]=[CH:8][NH:7][C:6]=2[CH:5]=[CH:4][CH:3]=1.[H-].[Na+].[CH3:13][Si:14]([CH2:17][CH2:18][O:19][CH2:20]Cl)([CH3:16])[CH3:15]. Product: [Br:1][C:2]1[C:10]2[N:9]=[CH:8][N:7]([CH2:20][O:19][CH2:18][CH2:17][Si:14]([CH3:16])([CH3:15])[CH3:13])[C:6]=2[CH:5]=[CH:4][CH:3]=1. The catalyst class is: 1.